From a dataset of NCI-60 drug combinations with 297,098 pairs across 59 cell lines. Regression. Given two drug SMILES strings and cell line genomic features, predict the synergy score measuring deviation from expected non-interaction effect. (1) Drug 1: CC1C(C(CC(O1)OC2CC(CC3=C2C(=C4C(=C3O)C(=O)C5=C(C4=O)C(=CC=C5)OC)O)(C(=O)C)O)N)O.Cl. Drug 2: CCCCC(=O)OCC(=O)C1(CC(C2=C(C1)C(=C3C(=C2O)C(=O)C4=C(C3=O)C=CC=C4OC)O)OC5CC(C(C(O5)C)O)NC(=O)C(F)(F)F)O. Cell line: HCT116. Synergy scores: CSS=23.4, Synergy_ZIP=1.48, Synergy_Bliss=-1.79, Synergy_Loewe=0.0262, Synergy_HSA=0.226. (2) Drug 1: C1CCC(C1)C(CC#N)N2C=C(C=N2)C3=C4C=CNC4=NC=N3. Cell line: NCI-H226. Synergy scores: CSS=9.55, Synergy_ZIP=-2.83, Synergy_Bliss=-0.978, Synergy_Loewe=-0.252, Synergy_HSA=-1.15. Drug 2: CCCCC(=O)OCC(=O)C1(CC(C2=C(C1)C(=C3C(=C2O)C(=O)C4=C(C3=O)C=CC=C4OC)O)OC5CC(C(C(O5)C)O)NC(=O)C(F)(F)F)O. (3) Drug 1: CN1C(=O)N2C=NC(=C2N=N1)C(=O)N. Drug 2: COC1=NC(=NC2=C1N=CN2C3C(C(C(O3)CO)O)O)N. Cell line: CAKI-1. Synergy scores: CSS=-8.51, Synergy_ZIP=2.58, Synergy_Bliss=-2.20, Synergy_Loewe=-8.23, Synergy_HSA=-7.81. (4) Drug 1: CNC(=O)C1=CC=CC=C1SC2=CC3=C(C=C2)C(=NN3)C=CC4=CC=CC=N4. Synergy scores: CSS=6.92, Synergy_ZIP=-5.11, Synergy_Bliss=-7.00, Synergy_Loewe=-53.2, Synergy_HSA=-6.15. Drug 2: C1CN(P(=O)(OC1)NCCCl)CCCl. Cell line: U251. (5) Drug 1: CC12CCC3C(C1CCC2=O)CC(=C)C4=CC(=O)C=CC34C. Drug 2: CC=C1C(=O)NC(C(=O)OC2CC(=O)NC(C(=O)NC(CSSCCC=C2)C(=O)N1)C(C)C)C(C)C. Cell line: LOX IMVI. Synergy scores: CSS=82.1, Synergy_ZIP=15.4, Synergy_Bliss=13.6, Synergy_Loewe=-14.6, Synergy_HSA=15.0. (6) Drug 1: COC1=NC(=NC2=C1N=CN2C3C(C(C(O3)CO)O)O)N. Drug 2: C1CNP(=O)(OC1)N(CCCl)CCCl. Cell line: CAKI-1. Synergy scores: CSS=-7.46, Synergy_ZIP=2.18, Synergy_Bliss=-1.43, Synergy_Loewe=-8.10, Synergy_HSA=-8.57. (7) Drug 1: C1=CN(C(=O)N=C1N)C2C(C(C(O2)CO)O)O.Cl. Drug 2: N.N.Cl[Pt+2]Cl. Cell line: MALME-3M. Synergy scores: CSS=76.0, Synergy_ZIP=-2.23, Synergy_Bliss=-2.53, Synergy_Loewe=1.85, Synergy_HSA=2.55.